This data is from Forward reaction prediction with 1.9M reactions from USPTO patents (1976-2016). The task is: Predict the product of the given reaction. Given the reactants [CH3:1][Si:2]([CH3:17])([CH3:16])[C:3]#[C:4][C:5]1[CH:10]=[CH:9][C:8]([CH2:11][C:12]([O:14][CH3:15])=[O:13])=[CH:7][CH:6]=1.C1C(=O)N([Br:25])C(=O)C1.BrBr.[Br-].[Li+].CC([N-]C(C)C)C.B(OS(C(F)(F)F)(=O)=O)(CCCC)CCCC, predict the reaction product. The product is: [Br:25][CH:11]([C:8]1[CH:9]=[CH:10][C:5]([C:4]#[C:3][Si:2]([CH3:1])([CH3:16])[CH3:17])=[CH:6][CH:7]=1)[C:12]([O:14][CH3:15])=[O:13].